Dataset: Catalyst prediction with 721,799 reactions and 888 catalyst types from USPTO. Task: Predict which catalyst facilitates the given reaction. (1) Reactant: [CH:1]([O:4][C:5]1[CH:14]=[C:13]([C:15]([F:18])([F:17])[F:16])[C:12]2[C:11]3[O:19][C@H:20]4[CH2:25][CH2:24][CH2:23][C@H:21]4[NH:22][C:10]=3[CH:9]=[CH:8][C:7]=2[N:6]=1)([CH3:3])[CH3:2].C=O.[BH3-][C:29]#N.[Na+]. Product: [CH:1]([O:4][C:5]1[CH:14]=[C:13]([C:15]([F:17])([F:16])[F:18])[C:12]2[C:11]3[O:19][C@H:20]4[CH2:25][CH2:24][CH2:23][C@H:21]4[N:22]([CH3:29])[C:10]=3[CH:9]=[CH:8][C:7]=2[N:6]=1)([CH3:3])[CH3:2]. The catalyst class is: 15. (2) The catalyst class is: 5. Reactant: [S:1]1[CH:5]=[CH:4][CH:3]=[C:2]1[C:6]1[CH:18]=[CH:17][C:9]2[S:10][C:11]([C:13]([O:15]C)=[O:14])=[CH:12][C:8]=2[CH:7]=1.O.[OH-].[Li+].O. Product: [S:1]1[CH:5]=[CH:4][CH:3]=[C:2]1[C:6]1[CH:18]=[CH:17][C:9]2[S:10][C:11]([C:13]([OH:15])=[O:14])=[CH:12][C:8]=2[CH:7]=1.